This data is from Forward reaction prediction with 1.9M reactions from USPTO patents (1976-2016). The task is: Predict the product of the given reaction. (1) The product is: [Cl:38][CH2:39][CH2:40][C:41]([N:27]1[CH2:28][CH2:29][O:30][C@H:25]([CH2:24][O:23][C:21]2[C:20]3[C:15](=[N:16][CH:17]=[CH:18][N:19]=3)[CH:14]=[C:13]([C:10]3[CH:11]=[CH:12][C:7]([N:4]4[CH2:3][CH2:2][O:1][CH2:6][CH2:5]4)=[CH:8][CH:9]=3)[N:22]=2)[CH2:26]1)=[O:42]. Given the reactants [O:1]1[CH2:6][CH2:5][N:4]([C:7]2[CH:12]=[CH:11][C:10]([C:13]3[N:22]=[C:21]([O:23][CH2:24][C@H:25]4[O:30][CH2:29][CH2:28][NH:27][CH2:26]4)[C:20]4[C:15](=[N:16][CH:17]=[CH:18][N:19]=4)[CH:14]=3)=[CH:9][CH:8]=2)[CH2:3][CH2:2]1.CCN(CC)CC.[Cl:38][CH2:39][CH2:40][C:41](Cl)=[O:42], predict the reaction product. (2) Given the reactants [Cl:1][C:2]1[CH:7]=[CH:6][CH:5]=[CH:4][C:3]=1[C:8]1[C:12]([C:13]#[C:14][C:15]2[CH:20]=[CH:19][CH:18]=[CH:17][CH:16]=2)=[C:11]([NH2:21])[N:10]([CH3:22])[N:9]=1.[ClH:23].[N:24]([O-])=O.[Na+], predict the reaction product. The product is: [Cl:23][C:13]1[C:14]([C:15]2[CH:16]=[CH:17][CH:18]=[CH:19][CH:20]=2)=[N:24][N:21]=[C:11]2[N:10]([CH3:22])[N:9]=[C:8]([C:3]3[CH:4]=[CH:5][CH:6]=[CH:7][C:2]=3[Cl:1])[C:12]=12. (3) Given the reactants C([O:3][C:4](=[O:41])[C@@H:5]([NH:10][C:11](=[O:40])[C:12]1[CH:17]=[CH:16][C:15]([N:18]2[CH2:23][CH2:22][CH:21]([NH:24][CH2:25][C@H:26]([OH:39])[C:27]3[CH:32]=[CH:31][C:30]([OH:33])=[C:29]([NH:34][S:35]([CH3:38])(=[O:37])=[O:36])[CH:28]=3)[CH2:20][CH2:19]2)=[CH:14][CH:13]=1)[CH2:6][CH:7]([CH3:9])[CH3:8])C.[OH-].[Na+], predict the reaction product. The product is: [OH:39][C@H:26]([C:27]1[CH:32]=[CH:31][C:30]([OH:33])=[C:29]([NH:34][S:35]([CH3:38])(=[O:36])=[O:37])[CH:28]=1)[CH2:25][NH:24][CH:21]1[CH2:22][CH2:23][N:18]([C:15]2[CH:16]=[CH:17][C:12]([C:11]([NH:10][C@@H:5]([CH2:6][CH:7]([CH3:9])[CH3:8])[C:4]([OH:41])=[O:3])=[O:40])=[CH:13][CH:14]=2)[CH2:19][CH2:20]1. (4) Given the reactants [Cl:1][C:2]1[C:10]([N+:11]([O-:13])=[O:12])=[CH:9][CH:8]=[CH:7][C:3]=1[C:4]([OH:6])=[O:5].S(Cl)(Cl)=O.[CH3:18]O, predict the reaction product. The product is: [Cl:1][C:2]1[C:10]([N+:11]([O-:13])=[O:12])=[CH:9][CH:8]=[CH:7][C:3]=1[C:4]([O:6][CH3:18])=[O:5].